This data is from Reaction yield outcomes from USPTO patents with 853,638 reactions. The task is: Predict the reaction yield, written as a fraction of the theoretical maximum amount of product (1.0 means a 100% yield; for example, 0.34 means a 34% yield). (1) The reactants are [CH2:1]([C:4]1([S:7]([NH:10][C:11]2C(OC)=C[C:14]([F:19])=[C:13]([F:20])[C:12]=2[NH:21][C:22]2[CH:27]=[CH:26][C:25]([I:28])=[CH:24][C:23]=2[F:29])(=[O:9])=[O:8])[CH2:6][CH2:5]1)C=C.C[N+]1([O-])[CH2:36][CH2:35][O:34]CC1.[C:38]([O:41][CH2:42][CH3:43])(=O)C.C1C[O:47]CC1. The catalyst is O.[Os](=O)(=O)(=O)=O. The product is [F:20][C:13]1[C:12]([NH:21][C:22]2[CH:27]=[CH:26][C:25]([I:28])=[CH:24][C:23]=2[F:29])=[C:11]([NH:10][S:7]([C:4]2([CH2:1][CH:36]([OH:47])[CH2:35][OH:34])[CH2:5][CH2:6]2)(=[O:8])=[O:9])[C:42]([O:41][CH3:38])=[CH:43][C:14]=1[F:19]. The yield is 0.780. (2) The reactants are Br[C:2]1[C:10]([N+:11]([O-:13])=[O:12])=[CH:9][C:8]([Br:14])=[CH:7][C:3]=1[C:4]([OH:6])=[O:5].[Cl:15][C:16]1[CH:23]=[CH:22][CH:21]=[CH:20][C:17]=1[CH2:18][NH2:19].[OH-].[Na+].CCOCC. The catalyst is C1(C)C=CC=CC=1. The product is [Br:14][C:8]1[CH:9]=[C:10]([N+:11]([O-:13])=[O:12])[C:2]([NH:19][CH2:18][C:17]2[CH:20]=[CH:21][CH:22]=[CH:23][C:16]=2[Cl:15])=[C:3]([CH:7]=1)[C:4]([OH:6])=[O:5]. The yield is 0.615. (3) The catalyst is CC1C=CC=CC=1[P](C1C=CC=CC=1C)([Pd](Cl)(Cl)[P](C1=C(C)C=CC=C1)(C1C=CC=CC=1C)C1C=CC=CC=1C)C1C=CC=CC=1C. The reactants are [CH3:1][C:2]1[CH:7]=[CH:6][C:5]([S:8]([O:11][CH2:12][CH:13]2[CH2:17][C:16]3[CH:18]=[CH:19][CH:20]=[C:21](Br)[C:15]=3[O:14]2)(=[O:10])=[O:9])=[CH:4][CH:3]=1.[Cl:23][C:24]1[CH:25]=[C:26](B(O)O)[CH:27]=[CH:28][CH:29]=1.C(=O)([O-])[O-].[K+].[K+].CC1C=CC(S(OCC2CC3C(C4C=CC=CC=4)=CC=CC=3O2)(=O)=O)=CC=1. The yield is 0.750. The product is [CH3:1][C:2]1[CH:7]=[CH:6][C:5]([S:8]([O:11][CH2:12][CH:13]2[CH2:17][C:16]3[CH:18]=[CH:19][CH:20]=[C:21]([C:28]4[CH:27]=[CH:26][CH:25]=[C:24]([Cl:23])[CH:29]=4)[C:15]=3[O:14]2)(=[O:10])=[O:9])=[CH:4][CH:3]=1. (4) The yield is 0.850. The reactants are [Cl:1][C:2]1[CH:7]=[CH:6][CH:5]=[CH:4][C:3]=1[CH:8]([C:10]1[C:15]([Cl:16])=[N:14][C:13]([Cl:17])=[CH:12][N:11]=1)[OH:9]. The product is [Cl:1][C:2]1[CH:7]=[CH:6][CH:5]=[CH:4][C:3]=1[C:8]([C:10]1[C:15]([Cl:16])=[N:14][C:13]([Cl:17])=[CH:12][N:11]=1)=[O:9]. The catalyst is [O-2].[Mn+4].[O-2].ClCCl. (5) The reactants are [CH3:1][O:2][CH:3]([O:17][CH3:18])[CH2:4][CH2:5][CH2:6][O:7][C:8]1[CH:13]=[CH:12][C:11]([N+:14]([O-])=O)=[CH:10][CH:9]=1. The catalyst is CO.[Pd]. The product is [CH3:18][O:17][CH:3]([O:2][CH3:1])[CH2:4][CH2:5][CH2:6][O:7][C:8]1[CH:9]=[CH:10][C:11]([NH2:14])=[CH:12][CH:13]=1. The yield is 0.700. (6) The reactants are [Cl:1][C:2]1[CH:7]=[CH:6][C:5]([CH3:8])=[CH:4][C:3]=1[OH:9].[OH-].[Na+].[CH3:12]I. The catalyst is CO. The product is [Cl:1][C:2]1[CH:7]=[CH:6][C:5]([CH3:8])=[CH:4][C:3]=1[O:9][CH3:12]. The yield is 0.650. (7) The catalyst is CN(C=O)C. The reactants are C(N1C(C2SC3CCOC4C=C(C5CN([CH2:27][C:28]([NH2:30])=[O:29])C5)C=CC=4C=3N=2)=NC=N1)(C)C.[NH:31]1[CH2:34][CH:33]([C:35]2[CH:36]=[CH:37][C:38]3[O:47][CH2:46][CH2:45][C:44]4[S:43][C:42]([C:48]5[N:49]([CH:53]([CH3:55])[CH3:54])[N:50]=[CH:51][N:52]=5)=[N:41][C:40]=4[C:39]=3[CH:56]=2)[CH2:32]1.BrCC(N)=O. The product is [CH:53]([N:49]1[C:48]([C:42]2[S:43][C:44]3[CH2:45][CH2:46][O:47][C:38]4[CH:37]=[CH:36][C:35]([CH:33]5[CH2:34][N:31]([CH2:27][C:28]([NH2:30])=[O:29])[CH2:32]5)=[CH:56][C:39]=4[C:40]=3[N:41]=2)=[N:52][CH:51]=[N:50]1)([CH3:54])[CH3:55]. The yield is 0.530. (8) The reactants are FC(F)(F)C(O)=O.[CH3:8][O:9][C:10]([CH:12]1[N:17]([C:18](=[O:28])[CH:19]=[CH:20][C:21]2[CH:26]=[CH:25][CH:24]=[C:23]([Cl:27])[CH:22]=2)[CH2:16][CH2:15][N:14](C(OC(C)(C)C)=O)[CH2:13]1)=[O:11]. The catalyst is ClCCl. The product is [CH3:8][O:9][C:10]([CH:12]1[CH2:13][NH:14][CH2:15][CH2:16][N:17]1[C:18](=[O:28])[CH:19]=[CH:20][C:21]1[CH:26]=[CH:25][CH:24]=[C:23]([Cl:27])[CH:22]=1)=[O:11]. The yield is 0.672. (9) The reactants are [H-].[Na+].[Br:3][C:4]1[CH:16]=[C:15]2[C:7]([C:8]3[C:9](=[O:17])[CH2:10][CH2:11][CH2:12][C:13]=3[NH:14]2)=[CH:6][CH:5]=1.[CH3:18]I. The catalyst is CN(C=O)C. The product is [Br:3][C:4]1[CH:16]=[C:15]2[C:7]([C:8]3[C:9](=[O:17])[CH2:10][CH2:11][CH2:12][C:13]=3[N:14]2[CH3:18])=[CH:6][CH:5]=1. The yield is 0.940.